From a dataset of Reaction yield outcomes from USPTO patents with 853,638 reactions. Predict the reaction yield, written as a fraction of the theoretical maximum amount of product (1.0 means a 100% yield; for example, 0.34 means a 34% yield). (1) The reactants are [Br:1][CH2:2][CH2:3][CH2:4][C:5]([CH3:8])([OH:7])[CH3:6].N1C(C)=CC=CC=1C.[Si:17](OS(C(F)(F)F)(=O)=O)([C:20]([CH3:23])([CH3:22])[CH3:21])([CH3:19])[CH3:18].O. The catalyst is C(Cl)Cl. The product is [Br:1][CH2:2][CH2:3][CH2:4][C:5]([CH3:8])([O:7][Si:17]([C:20]([CH3:23])([CH3:22])[CH3:21])([CH3:19])[CH3:18])[CH3:6]. The yield is 0.800. (2) The reactants are [Cl-].[Li+].[Cu](C#N)C#N.[CH:8]1([Mg]Cl)[CH2:12][CH2:11][CH2:10][CH2:9]1.C(OCC)C.[C:20]([O:24][CH3:25])(=[O:23])[C:21]#[CH:22].[I:26]I. The catalyst is O1CCCC1. The product is [CH3:25][O:24][C:20](=[O:23])/[C:21](/[I:26])=[CH:22]\[CH:8]1[CH2:12][CH2:11][CH2:10][CH2:9]1. The yield is 0.970. (3) The reactants are [NH2:1][C:2]1[CH:17]=[CH:16][CH:15]=[C:14]([Cl:18])[C:3]=1[C:4]([NH:6][C:7]1[CH:12]=[CH:11][CH:10]=[CH:9][C:8]=1[F:13])=[O:5].[Cl:19][CH2:20][C:21](Cl)=O. The catalyst is C(O)(=O)C. The product is [Cl:18][C:14]1[CH:15]=[CH:16][CH:17]=[C:2]2[C:3]=1[C:4](=[O:5])[N:6]([C:7]1[CH:12]=[CH:11][CH:10]=[CH:9][C:8]=1[F:13])[C:21]([CH2:20][Cl:19])=[N:1]2. The yield is 0.400. (4) The reactants are [N:1]1[C:6]2[NH:7][CH:8]=[CH:9][C:5]=2[C:4]([C:10]2[C:11]([NH:16][C:17]3[C:26]([CH3:27])=[CH:25][CH:24]=[C:23]4[C:18]=3[CH:19]=[CH:20][NH:21][C:22]4=O)=[N:12][CH:13]=[CH:14][CH:15]=2)=[N:3][CH:2]=1.P(Cl)(Cl)([Cl:31])=O. No catalyst specified. The product is [N:1]1[C:6]2[NH:7][CH:8]=[CH:9][C:5]=2[C:4]([C:10]2[C:11]([NH:16][C:17]3[C:18]4[CH:19]=[CH:20][N:21]=[C:22]([Cl:31])[C:23]=4[CH:24]=[CH:25][C:26]=3[CH3:27])=[N:12][CH:13]=[CH:14][CH:15]=2)=[N:3][CH:2]=1. The yield is 0.670.